Dataset: Full USPTO retrosynthesis dataset with 1.9M reactions from patents (1976-2016). Task: Predict the reactants needed to synthesize the given product. (1) Given the product [N+:8]([C:7]1[C:2]([NH:1][CH2:14][C:15]2[CH:20]=[CH:19][C:18]([C:21]3[C:22]([C:27]([O:29][CH3:30])=[O:28])=[CH:23][CH:24]=[CH:25][CH:26]=3)=[CH:17][CH:16]=2)=[N:3][CH:4]=[CH:5][CH:6]=1)([O-:10])=[O:9], predict the reactants needed to synthesize it. The reactants are: [NH2:1][C:2]1[C:7]([N+:8]([O-:10])=[O:9])=[CH:6][CH:5]=[CH:4][N:3]=1.[H-].[Na+].Br[CH2:14][C:15]1[CH:20]=[CH:19][C:18]([C:21]2[C:22]([C:27]([O:29][CH3:30])=[O:28])=[CH:23][CH:24]=[CH:25][CH:26]=2)=[CH:17][CH:16]=1. (2) Given the product [C:45]([O:11][C:12]1[C:17]([C:18]([CH3:21])([CH3:19])[CH3:20])=[CH:16][C:40]2[O:43][C:24]([CH2:25][CH2:26][CH2:27][CH2:28][CH3:29])([CH2:30][CH2:31][CH2:32][CH2:33][CH3:34])[CH2:23][C:14]=2[C:13]=1[C:36]([CH3:39])([CH3:38])[CH3:37])(=[O:46])[CH3:1], predict the reactants needed to synthesize it. The reactants are: [CH3:1]CCCCCC.C([O:11][C:12]1[C:17]([C:18]([CH3:21])([CH3:20])[CH3:19])=[CH:16]C(O)=[C:14]([CH:23](O)[CH:24]([CH2:30][CH2:31][CH2:32][CH2:33][CH3:34])[CH2:25][CH2:26][CH2:27][CH2:28][CH3:29])[C:13]=1[C:36]([CH3:39])([CH3:38])[CH3:37])(=O)C.[C:40](=[O:43])([O-])O.[Na+].[CH3:45][O-:46].[Na+]. (3) Given the product [CH3:18][O:15][C:14]([C@H:7]([C:8]1[CH:9]=[CH:10][CH:11]=[CH:12][CH:13]=1)[C@@H:5]1[NH:4][CH2:3][CH2:2][CH2:1][CH2:6]1)=[O:16].[ClH:17], predict the reactants needed to synthesize it. The reactants are: [CH2:1]1[CH2:6][C@H:5]([C@H:7]([C:14]([OH:16])=[O:15])[C:8]2[CH:13]=[CH:12][CH:11]=[CH:10][CH:9]=2)[NH:4][CH2:3][CH2:2]1.[ClH:17].[CH3:18]O. (4) Given the product [N:17]1([CH2:2][CH2:3][CH2:4][O:5][C:6]2[CH:16]=[CH:15][C:9]([C:10]([O:12][CH2:13][CH3:14])=[O:11])=[CH:8][CH:7]=2)[CH2:22][CH2:21][CH2:20][CH2:19][CH2:18]1, predict the reactants needed to synthesize it. The reactants are: Cl[CH2:2][CH2:3][CH2:4][O:5][C:6]1[CH:16]=[CH:15][C:9]([C:10]([O:12][CH2:13][CH3:14])=[O:11])=[CH:8][CH:7]=1.[NH:17]1[CH2:22][CH2:21][CH2:20][CH2:19][CH2:18]1.C(=O)([O-])[O-].[Na+].[Na+]. (5) Given the product [CH2:1]([O:8][C:9]([N:11]1[CH2:15][C@H:14]([O:16][C:17]([CH3:18])([CH3:19])[CH3:20])[CH2:13][C@H:12]1[CH2:21][N:27]1[C:23](=[O:33])[C:24]2[C:25](=[CH:29][CH:30]=[CH:31][CH:32]=2)[C:26]1=[O:28])=[O:10])[C:2]1[CH:3]=[CH:4][CH:5]=[CH:6][CH:7]=1, predict the reactants needed to synthesize it. The reactants are: [CH2:1]([O:8][C:9]([N:11]1[CH2:15][C@H:14]([O:16][C:17]([CH3:20])([CH3:19])[CH3:18])[CH2:13][C@H:12]1[CH2:21]O)=[O:10])[C:2]1[CH:7]=[CH:6][CH:5]=[CH:4][CH:3]=1.[C:23]1(=[O:33])[NH:27][C:26](=[O:28])[C:25]2=[CH:29][CH:30]=[CH:31][CH:32]=[C:24]12.C1(P(C2C=CC=CC=2)C2C=CC=CC=2)C=CC=CC=1.CCOC(/N=N/C(OCC)=O)=O. (6) Given the product [OH:8][CH2:9][CH2:10][P:11]([CH2:20][CH2:21][OH:22])(=[O:19])[N:12]([CH3:18])[CH2:13][CH2:14][CH2:15][NH:16][CH3:17], predict the reactants needed to synthesize it. The reactants are: C([O:8][CH2:9][CH2:10][P:11]([CH2:20][CH2:21][O:22]CC1C=CC=CC=1)(=[O:19])[N:12]([CH3:18])[CH2:13][CH2:14][CH2:15][NH:16][CH3:17])C1C=CC=CC=1. (7) Given the product [O:1]1[CH2:5][CH2:4][O:3][CH:2]1[C:6]1[CH:15]=[CH:14][CH:13]=[C:12]2[C:7]=1[CH2:8][CH2:9][C:10](=[O:16])[N:11]2[C:18]1[CH:23]=[CH:22][CH:21]=[CH:20][CH:19]=1, predict the reactants needed to synthesize it. The reactants are: [O:1]1[CH2:5][CH2:4][O:3][CH:2]1[C:6]1[CH:15]=[CH:14][CH:13]=[C:12]2[C:7]=1[CH2:8][CH2:9][C:10](=[O:16])[NH:11]2.I[C:18]1[CH:23]=[CH:22][CH:21]=[CH:20][CH:19]=1.N[C@@H]1CCCC[C@H]1N.C(=O)([O-])[O-].[Cs+].[Cs+].